From a dataset of Forward reaction prediction with 1.9M reactions from USPTO patents (1976-2016). Predict the product of the given reaction. Given the reactants [N:1]1[N:2]([C:10]2[CH:15]=[C:14]([CH3:16])[CH:13]=[C:12]([CH2:17]Cl)[C:11]=2[OH:19])[N:3]=[C:4]2[CH:9]=[CH:8][CH:7]=[CH:6][C:5]=12.[CH3:20][C:21]1([CH3:29])[CH2:26][CH:25]([CH3:27])[CH2:24][CH:23]([OH:28])[CH2:22]1.[H-].[Na+], predict the reaction product. The product is: [N:1]1[N:2]([C:10]2[CH:15]=[C:14]([CH3:16])[CH:13]=[C:12]([CH2:17][O:28][CH:23]3[CH2:24][CH:25]([CH3:27])[CH2:26][C:21]([CH3:29])([CH3:20])[CH2:22]3)[C:11]=2[OH:19])[N:3]=[C:4]2[CH:9]=[CH:8][CH:7]=[CH:6][C:5]=12.